From a dataset of NCI-60 drug combinations with 297,098 pairs across 59 cell lines. Regression. Given two drug SMILES strings and cell line genomic features, predict the synergy score measuring deviation from expected non-interaction effect. (1) Drug 1: CC1=C(C=C(C=C1)C(=O)NC2=CC(=CC(=C2)C(F)(F)F)N3C=C(N=C3)C)NC4=NC=CC(=N4)C5=CN=CC=C5. Drug 2: CC=C1C(=O)NC(C(=O)OC2CC(=O)NC(C(=O)NC(CSSCCC=C2)C(=O)N1)C(C)C)C(C)C. Cell line: COLO 205. Synergy scores: CSS=4.15, Synergy_ZIP=1.46, Synergy_Bliss=-0.0893, Synergy_Loewe=-26.6, Synergy_HSA=-4.48. (2) Drug 1: CC1C(C(CC(O1)OC2CC(OC(C2O)C)OC3=CC4=CC5=C(C(=O)C(C(C5)C(C(=O)C(C(C)O)O)OC)OC6CC(C(C(O6)C)O)OC7CC(C(C(O7)C)O)OC8CC(C(C(O8)C)O)(C)O)C(=C4C(=C3C)O)O)O)O. Drug 2: CCC1(CC2CC(C3=C(CCN(C2)C1)C4=CC=CC=C4N3)(C5=C(C=C6C(=C5)C78CCN9C7C(C=CC9)(C(C(C8N6C)(C(=O)OC)O)OC(=O)C)CC)OC)C(=O)OC)O.OS(=O)(=O)O. Cell line: ACHN. Synergy scores: CSS=11.2, Synergy_ZIP=-3.71, Synergy_Bliss=-3.68, Synergy_Loewe=-1.36, Synergy_HSA=-0.982. (3) Drug 1: CC(C1=C(C=CC(=C1Cl)F)Cl)OC2=C(N=CC(=C2)C3=CN(N=C3)C4CCNCC4)N. Drug 2: C1=CN(C(=O)N=C1N)C2C(C(C(O2)CO)O)O.Cl. Cell line: OVCAR-8. Synergy scores: CSS=42.5, Synergy_ZIP=3.73, Synergy_Bliss=5.81, Synergy_Loewe=-10.0, Synergy_HSA=6.16. (4) Synergy scores: CSS=34.0, Synergy_ZIP=0.400, Synergy_Bliss=0.717, Synergy_Loewe=-13.2, Synergy_HSA=2.57. Drug 2: CCCCCOC(=O)NC1=NC(=O)N(C=C1F)C2C(C(C(O2)C)O)O. Cell line: HCC-2998. Drug 1: C1=CC(=C2C(=C1NCCNCCO)C(=O)C3=C(C=CC(=C3C2=O)O)O)NCCNCCO. (5) Drug 2: COC1=NC(=NC2=C1N=CN2C3C(C(C(O3)CO)O)O)N. Synergy scores: CSS=-2.91, Synergy_ZIP=-1.15, Synergy_Bliss=-5.27, Synergy_Loewe=-3.31, Synergy_HSA=-4.30. Cell line: RXF 393. Drug 1: C1=CC=C(C(=C1)C(C2=CC=C(C=C2)Cl)C(Cl)Cl)Cl.